From a dataset of Forward reaction prediction with 1.9M reactions from USPTO patents (1976-2016). Predict the product of the given reaction. (1) The product is: [NH2:1][C:2]1[C:9]([OH:10])=[C:8]([F:12])[C:7]([Br:13])=[C:6]([CH3:14])[C:3]=1[C:4]#[N:5]. Given the reactants [NH2:1][C:2]1[C:9]([O:10]C)=[C:8]([F:12])[C:7]([Br:13])=[C:6]([CH3:14])[C:3]=1[C:4]#[N:5].B(Br)(Br)Br.O.C(=O)([O-])O.[Na+], predict the reaction product. (2) Given the reactants [NH2:1][C:2]1[CH:7]=[CH:6][C:5]([N+:8]([O-])=O)=[CH:4][C:3]=1[NH:11][C:12](=[O:17])[C:13]([CH3:16])([CH3:15])[CH3:14], predict the reaction product. The product is: [NH2:1][C:2]1[CH:7]=[CH:6][C:5]([NH2:8])=[CH:4][C:3]=1[NH:11][C:12](=[O:17])[C:13]([CH3:15])([CH3:14])[CH3:16]. (3) Given the reactants [CH3:1]C1(C)CCCC(C)(C)N1.[Li]CCCC.[C:16]([N:20]=[CH:21][C:22]1[CH:23]=[N:24][C:25]([O:29][CH3:30])=[CH:26][C:27]=1[CH3:28])([CH3:19])([CH3:18])[CH3:17].CN(C=O)C.C([BH3-])#N.[Na+], predict the reaction product. The product is: [C:16]([N:20]1[CH2:1][CH2:28][C:27]2[C:22](=[CH:23][N:24]=[C:25]([O:29][CH3:30])[CH:26]=2)[CH2:21]1)([CH3:19])([CH3:18])[CH3:17]. (4) The product is: [C:26]([O:25][C:23](=[O:24])[CH2:22][N:15]1[CH:16]=[CH:17][CH:18]=[C:13]([NH:12][C:11]([O:10][CH2:3][C:4]2[CH:9]=[CH:8][CH:7]=[CH:6][CH:5]=2)=[O:20])[C:14]1=[O:19])([CH3:29])([CH3:28])[CH3:27]. Given the reactants [H-].[Na+].[CH2:3]([O:10][C:11](=[O:20])[NH:12][C:13]1[C:14]([OH:19])=[N:15][CH:16]=[CH:17][CH:18]=1)[C:4]1[CH:9]=[CH:8][CH:7]=[CH:6][CH:5]=1.Br[CH2:22][C:23]([O:25][C:26]([CH3:29])([CH3:28])[CH3:27])=[O:24], predict the reaction product. (5) The product is: [F:17][C:14]1[CH:15]=[CH:16][C:11]([C:8]2[N:7]=[CH:6][C:5]([C:3]([OH:4])=[O:2])=[CH:10][CH:9]=2)=[CH:12][CH:13]=1. Given the reactants C[O:2][C:3]([C:5]1[CH:6]=[N:7][C:8]([C:11]2[CH:16]=[CH:15][C:14]([F:17])=[CH:13][CH:12]=2)=[CH:9][CH:10]=1)=[O:4].[OH-].[Na+].Cl, predict the reaction product. (6) Given the reactants [CH2:1]([N:4]([CH2:21][CH2:22][CH3:23])[C:5]([C:7]1[CH:8]=[C:9]([CH:13]=[C:14]([C:16]2[S:17][CH:18]=[CH:19][N:20]=2)[CH:15]=1)[C:10](O)=[O:11])=[O:6])[CH2:2][CH3:3].C(N(C(C)C)CC)(C)C.CN(C(ON1N=NC2C=CC=NC1=2)=[N+](C)C)C.F[P-](F)(F)(F)(F)F.Cl.Cl.[NH2:59][C@@H:60]([CH2:75][C:76]1[CH:81]=[C:80]([F:82])[CH:79]=[C:78]([F:83])[CH:77]=1)[C@H:61]([OH:74])[CH2:62][NH:63][CH2:64][C:65]1[CH:70]=[CH:69][CH:68]=[C:67]([CH:71]([CH3:73])[CH3:72])[CH:66]=1, predict the reaction product. The product is: [F:82][C:80]1[CH:81]=[C:76]([CH:77]=[C:78]([F:83])[CH:79]=1)[CH2:75][C@H:60]([NH:59][C:10](=[O:11])[C:9]1[CH:13]=[C:14]([C:16]2[S:17][CH:18]=[CH:19][N:20]=2)[CH:15]=[C:7]([C:5]([N:4]([CH2:21][CH2:22][CH3:23])[CH2:1][CH2:2][CH3:3])=[O:6])[CH:8]=1)[C@H:61]([OH:74])[CH2:62][NH:63][CH2:64][C:65]1[CH:70]=[CH:69][CH:68]=[C:67]([CH:71]([CH3:73])[CH3:72])[CH:66]=1. (7) The product is: [CH3:1][C:2]1[CH:7]=[C:6]([CH3:8])[N:5]=[C:4]([N:9]2[CH2:16][CH:15]3[CH:11]([CH2:12][N:13]([C:28]([C:24]4[S:25][CH:26]=[CH:27][C:23]=4[C:17]4[CH:18]=[CH:19][CH:20]=[CH:21][CH:22]=4)=[O:29])[CH2:14]3)[CH2:10]2)[N:3]=1. Given the reactants [CH3:1][C:2]1[CH:7]=[C:6]([CH3:8])[N:5]=[C:4]([N:9]2[CH2:16][CH:15]3[CH:11]([CH2:12][NH:13][CH2:14]3)[CH2:10]2)[N:3]=1.[C:17]1([C:23]2[CH:27]=[CH:26][S:25][C:24]=2[C:28](O)=[O:29])[CH:22]=[CH:21][CH:20]=[CH:19][CH:18]=1.CN(C(ON1N=NC2C=CC=NC1=2)=[N+](C)C)C.F[P-](F)(F)(F)(F)F.CCN(C(C)C)C(C)C, predict the reaction product.